This data is from CYP3A4 inhibition data for predicting drug metabolism from PubChem BioAssay. The task is: Regression/Classification. Given a drug SMILES string, predict its absorption, distribution, metabolism, or excretion properties. Task type varies by dataset: regression for continuous measurements (e.g., permeability, clearance, half-life) or binary classification for categorical outcomes (e.g., BBB penetration, CYP inhibition). Dataset: cyp3a4_veith. (1) The molecule is OCc1nnn(-c2cccc(C(F)(F)F)c2)c1CO. The result is 0 (non-inhibitor). (2) The compound is CCOc1ccc(NC(=O)c2nnn(CC(=O)Nc3ccccc3OC)c2N)cc1. The result is 0 (non-inhibitor). (3) The molecule is COc1ccc(C=O)cc1COc1ccc(C)cc1[N+](=O)[O-]. The result is 0 (non-inhibitor). (4) The compound is COc1ccc(C(=O)c2ccccc2)c(O)c1. The result is 0 (non-inhibitor). (5) The drug is O=C(Nc1ccccc1)N1CCOCC1. The result is 0 (non-inhibitor). (6) The molecule is COc1ccc(Oc2ncc3nc(-c4ccccc4)c(=O)n(C4CC4)c3n2)cc1. The result is 1 (inhibitor).